This data is from Forward reaction prediction with 1.9M reactions from USPTO patents (1976-2016). The task is: Predict the product of the given reaction. (1) Given the reactants [CH2:1]([NH:4][C:5](=[O:11])[O:6][C:7]([CH3:10])([CH3:9])[CH3:8])[CH:2]=[CH2:3].[Li+].CC([N-]C(C)C)C.Br[CH2:21][C:22]([O:24][CH3:25])=[O:23], predict the reaction product. The product is: [CH2:1]([N:4]([CH2:21][C:22]([O:24][CH3:25])=[O:23])[C:5]([O:6][C:7]([CH3:10])([CH3:9])[CH3:8])=[O:11])[CH:2]=[CH2:3]. (2) Given the reactants [CH3:1][C:2]([CH3:14])([CH2:10][N+:11]([O-])=O)[CH2:3][C:4]1([CH3:9])[O:8][CH2:7][CH2:6][O:5]1.[H][H], predict the reaction product. The product is: [CH3:1][C:2]([CH3:14])([CH2:3][C:4]1([CH3:9])[O:5][CH2:6][CH2:7][O:8]1)[CH2:10][NH2:11]. (3) Given the reactants [CH2:1]([N:8](C)[C:9]1[C:10]([N+:15]([O-])=O)=[N:11][CH:12]=[CH:13][CH:14]=1)C1C=CC=CC=1, predict the reaction product. The product is: [CH3:1][NH:8][C:9]1[C:10]([NH2:15])=[N:11][CH:12]=[CH:13][CH:14]=1.